This data is from Reaction yield outcomes from USPTO patents with 853,638 reactions. The task is: Predict the reaction yield, written as a fraction of the theoretical maximum amount of product (1.0 means a 100% yield; for example, 0.34 means a 34% yield). (1) The reactants are Cl[C:2]1[CH:7]=[CH:6][N:5]2[C:8]([C:11]3[CH:12]=[C:13]([NH:17][C:18]([NH:20][CH2:21][C:22]([F:25])([F:24])[F:23])=[O:19])[CH:14]=[CH:15][CH:16]=3)=[CH:9][N:10]=[C:4]2[CH:3]=1.CC1(C)C(C)(C)OB([C:34]2[CH:40]=[CH:39][CH:38]=[CH:37][C:35]=2[NH2:36])O1.C(=O)([O-])[O-].[Cs+].[Cs+]. The catalyst is C1COCC1.O.CC(C)([P](C(C)(C)C)([Pd][P](C(C)(C)C)(C(C)(C)C)C(C)(C)C)C(C)(C)C)C. The product is [NH2:36][C:35]1[CH:37]=[CH:38][CH:39]=[CH:40][C:34]=1[C:2]1[CH:7]=[CH:6][N:5]2[C:8]([C:11]3[CH:12]=[C:13]([NH:17][C:18]([NH:20][CH2:21][C:22]([F:25])([F:24])[F:23])=[O:19])[CH:14]=[CH:15][CH:16]=3)=[CH:9][N:10]=[C:4]2[CH:3]=1. The yield is 0.900. (2) The reactants are [C:1]([C:3]1[CH:4]=[C:5]2[C:9](=[CH:10][CH:11]=1)[NH:8][CH:7]=[CH:6]2)#[N:2].C([Mg]Br)C.[CH3:16][C:17]1([CH3:25])[C:19]([CH3:21])([CH3:20])[CH:18]1[C:22](Cl)=[O:23]. The catalyst is ClCCl.[Cl-].[Zn+2].[Cl-]. The product is [CH3:16][C:17]1([CH3:25])[C:19]([CH3:21])([CH3:20])[CH:18]1[C:22]([C:6]1[C:5]2[C:9](=[CH:10][CH:11]=[C:3]([C:1]#[N:2])[CH:4]=2)[NH:8][CH:7]=1)=[O:23]. The yield is 0.170. (3) The reactants are [Br:1][C:2]1[CH:7]=[CH:6][C:5]([Cl:8])=[C:4](I)[CH:3]=1.C([Mg]Cl)(C)C.C[O:16][B:17](OC)[O:18]C. No catalyst specified. The product is [Br:1][C:2]1[CH:7]=[CH:6][C:5]([Cl:8])=[C:4]([B:17]([OH:18])[OH:16])[CH:3]=1. The yield is 0.360. (4) The reactants are [S:1]1[CH:5]=[CH:4][C:3]2C=C(N)C=[CH:9][C:2]1=2.[CH:11]([N:14]([CH2:18][CH3:19])[CH:15]([CH3:17])[CH3:16])([CH3:13])C.[OH-:20].[Li+].[OH2:22]. The catalyst is C(O)C. The product is [S:1]1[CH:5]=[CH:4][C:3]2[CH:17]=[C:15]([N:14]3[CH2:18][C:19]4[C:13](=[CH:9][C:2]([OH:20])=[CH:3][CH:4]=4)[C:11]3=[O:22])[CH:16]=[CH:9][C:2]1=2. The yield is 0.250. (5) The reactants are [CH3:1][C:2](/[CH:4]=[N:5]/O)=O.[CH3:7][C:8]1([CH3:16])[CH2:13][C:12](=O)[CH2:11][C:10](=[O:15])[CH2:9]1. The catalyst is OC(C)=O.O.[Zn]. The product is [CH3:1][C:2]1[C:11]2[C:10](=[O:15])[CH2:9][C:8]([CH3:7])([CH3:16])[CH2:13][C:12]=2[NH:5][CH:4]=1. The yield is 0.450. (6) The reactants are [NH2:1][C:2]1[CH:16]=[CH:15][C:5]([CH2:6][P:7](=[O:14])([O:11][CH2:12][CH3:13])[O:8][CH2:9][CH3:10])=[CH:4][CH:3]=1.[C:17]1([C:23]2[O:27][N:26]=[CH:25][C:24]=2[CH2:28][C:29](O)=[O:30])[CH:22]=[CH:21][CH:20]=[CH:19][CH:18]=1.O.ON1C2C=CC=CC=2N=N1.Cl.C(N=C=NCCCN(C)C)C. The catalyst is O.CN(C)C=O. The product is [CH2:12]([O:11][P:7]([CH2:6][C:5]1[CH:4]=[CH:3][C:2]([NH:1][C:29](=[O:30])[CH2:28][C:24]2[CH:25]=[N:26][O:27][C:23]=2[C:17]2[CH:18]=[CH:19][CH:20]=[CH:21][CH:22]=2)=[CH:16][CH:15]=1)([O:8][CH2:9][CH3:10])=[O:14])[CH3:13]. The yield is 0.890. (7) The reactants are [CH3:1][C:2]1[CH:9]=[C:8]([O:10][CH2:11][CH2:12][CH2:13][C:14]2[CH2:15][CH2:16][N:17]([CH3:20])[CH2:18][CH:19]=2)[CH:7]=[CH:6][C:3]=1[CH:4]=O.C[N:22]1CC=[C:25]([CH2:28][CH2:29][CH2:30]O)[CH2:24][CH2:23]1.N1C=CC=CC=1.C1(C)C=CC(S([Cl:47])(=O)=O)=CC=1.OC1C=CC(C=O)=C(C)C=1.C([O-])([O-])=O.[K+].[K+].C[N:66]([CH:68]=O)C. The yield is 0.0900. The catalyst is ClCCl.O. The product is [Cl:47][C:25]1[CH:28]=[C:29]([CH3:30])[C:68]2[N:66]=[C:4]([C:3]3[CH:6]=[CH:7][C:8]([O:10][CH2:11][CH2:12][CH2:13][C:14]4[CH2:15][CH2:16][N:17]([CH3:20])[CH2:18][CH:19]=4)=[CH:9][C:2]=3[CH3:1])[NH:22][C:23]=2[CH:24]=1. (8) The reactants are CCCC[N+](CCCC)(CCCC)CCCC.[F-].[C:19]([O:23][C:24](=[O:46])[N:25]([CH2:28][CH2:29][C:30]1[CH:35]=[CH:34][C:33]([Cl:36])=[C:32]([C:37](C)(C)[O:38][SiH2]C(C)(C)C)[CH:31]=1)[CH2:26][CH3:27])([CH3:22])([CH3:21])[CH3:20].CCOC(C)=O. The catalyst is C1COCC1. The product is [C:19]([O:23][C:24](=[O:46])[N:25]([CH2:28][CH2:29][C:30]1[CH:35]=[CH:34][C:33]([Cl:36])=[C:32]([CH2:37][OH:38])[CH:31]=1)[CH2:26][CH3:27])([CH3:20])([CH3:21])[CH3:22]. The yield is 0.500. (9) The reactants are [C:1]([OH:5])(=[O:4])[CH:2]=[O:3].[N+:6]([C:9]1[CH:10]=[C:11]([CH:17]=[CH:18][CH:19]=1)[CH2:12][NH:13][CH2:14][CH2:15]O)([O-:8])=[O:7].O. The catalyst is O1CCCC1. The product is [OH:4][CH:1]1[O:5][CH2:15][CH2:14][N:13]([CH2:12][C:11]2[CH:17]=[CH:18][CH:19]=[C:9]([N+:6]([O-:8])=[O:7])[CH:10]=2)[C:2]1=[O:3]. The yield is 0.903.